Dataset: NCI-60 drug combinations with 297,098 pairs across 59 cell lines. Task: Regression. Given two drug SMILES strings and cell line genomic features, predict the synergy score measuring deviation from expected non-interaction effect. (1) Drug 1: CN(C)C1=NC(=NC(=N1)N(C)C)N(C)C. Drug 2: CC1=C2C(C(=O)C3(C(CC4C(C3C(C(C2(C)C)(CC1OC(=O)C(C(C5=CC=CC=C5)NC(=O)C6=CC=CC=C6)O)O)OC(=O)C7=CC=CC=C7)(CO4)OC(=O)C)O)C)OC(=O)C. Cell line: HCT-15. Synergy scores: CSS=-4.13, Synergy_ZIP=-1.24, Synergy_Bliss=-5.97, Synergy_Loewe=-14.8, Synergy_HSA=-8.72. (2) Drug 1: C1=NC2=C(N=C(N=C2N1C3C(C(C(O3)CO)O)O)F)N. Drug 2: CC1CCC2CC(C(=CC=CC=CC(CC(C(=O)C(C(C(=CC(C(=O)CC(OC(=O)C3CCCCN3C(=O)C(=O)C1(O2)O)C(C)CC4CCC(C(C4)OC)O)C)C)O)OC)C)C)C)OC. Cell line: OVCAR3. Synergy scores: CSS=1.82, Synergy_ZIP=-1.04, Synergy_Bliss=-3.01, Synergy_Loewe=-1.14, Synergy_HSA=-3.51. (3) Drug 1: C1=NC(=NC(=O)N1C2C(C(C(O2)CO)O)O)N. Drug 2: CC(C)(C#N)C1=CC(=CC(=C1)CN2C=NC=N2)C(C)(C)C#N. Cell line: HL-60(TB). Synergy scores: CSS=-8.30, Synergy_ZIP=2.61, Synergy_Bliss=3.39, Synergy_Loewe=-14.0, Synergy_HSA=-13.5.